Task: Predict the reaction yield, written as a fraction of the theoretical maximum amount of product (1.0 means a 100% yield; for example, 0.34 means a 34% yield).. Dataset: Reaction yield outcomes from USPTO patents with 853,638 reactions The reactants are [CH3:1][O:2][C:3]1[CH:4]=[C:5]([CH2:20][C:21]([O:23]C2C(F)=C(F)C(F)=C(F)C=2F)=O)[CH:6]=[CH:7][C:8]=1[NH:9][C:10]([NH:12][C:13]1[CH:18]=[CH:17][CH:16]=[CH:15][C:14]=1[CH3:19])=[O:11].[NH2:35][C@@H:36]([CH3:49])[CH2:37][O:38][C:39]1[CH:48]=[CH:47][C:42]([C:43]([O:45][CH3:46])=[O:44])=[CH:41][CH:40]=1.CCN(CC)CC. The catalyst is CN(C=O)C.CCOC(C)=O. The product is [CH3:1][O:2][C:3]1[CH:4]=[C:5]([CH2:20][C:21]([NH:35][C@@H:36]([CH3:49])[CH2:37][O:38][C:39]2[CH:48]=[CH:47][C:42]([C:43]([O:45][CH3:46])=[O:44])=[CH:41][CH:40]=2)=[O:23])[CH:6]=[CH:7][C:8]=1[NH:9][C:10]([NH:12][C:13]1[CH:18]=[CH:17][CH:16]=[CH:15][C:14]=1[CH3:19])=[O:11]. The yield is 0.550.